Dataset: Forward reaction prediction with 1.9M reactions from USPTO patents (1976-2016). Task: Predict the product of the given reaction. (1) Given the reactants Cl[C:2]1[N:7]=[C:6]([NH:8][C@H:9]([C:11]2[CH:12]=[C:13]([NH:17][C:18](=[O:26])[C:19]3[CH:24]=[CH:23][CH:22]=[C:21]([CH3:25])[CH:20]=3)[CH:14]=[CH:15][CH:16]=2)[CH3:10])[CH:5]=[N:4][CH:3]=1.[CH2:27]([NH2:34])[C:28]1[CH:33]=[CH:32][CH:31]=[CH:30][CH:29]=1.CC(C)([O-])C.[Na+], predict the reaction product. The product is: [CH2:27]([NH:34][C:2]1[N:7]=[C:6]([NH:8][C@H:9]([C:11]2[CH:12]=[C:13]([NH:17][C:18](=[O:26])[C:19]3[CH:24]=[CH:23][CH:22]=[C:21]([CH3:25])[CH:20]=3)[CH:14]=[CH:15][CH:16]=2)[CH3:10])[CH:5]=[N:4][CH:3]=1)[C:28]1[CH:33]=[CH:32][CH:31]=[CH:30][CH:29]=1. (2) Given the reactants [Cl:1][C:2]1[CH:7]=[CH:6][C:5]([C:8](=[NH:20])[NH:9][C:10]2[CH:15]=[CH:14][C:13]([S:16]([CH3:19])(=[O:18])=[O:17])=[CH:12][CH:11]=2)=[CH:4][CH:3]=1.C(=O)(O)[O-:22].[Na+].BrCC(=O)[CH2:29][C:30]1C=CC=C[C:31]=1[O:36][C:37]1[CH:42]=[CH:41][C:40]([Cl:43])=[CH:39][CH:38]=1, predict the reaction product. The product is: [Cl:1][C:2]1[CH:3]=[CH:4][C:5]([C:8]2[N:9]([C:10]3[CH:15]=[CH:14][C:13]([S:16]([CH3:19])(=[O:17])=[O:18])=[CH:12][CH:11]=3)[CH2:29][C:30]([OH:22])([CH2:31][O:36][C:37]3[CH:42]=[CH:41][C:40]([Cl:43])=[CH:39][CH:38]=3)[N:20]=2)=[CH:6][CH:7]=1.